This data is from Full USPTO retrosynthesis dataset with 1.9M reactions from patents (1976-2016). The task is: Predict the reactants needed to synthesize the given product. (1) Given the product [CH2:18]([CH:22]1[CH2:23][CH:24]2[N:29]([CH2:14][C@@H:13]([CH3:16])[CH2:12][N:7]3[C:6]4[CH:17]=[C:2]([F:1])[CH:3]=[CH:4][C:5]=4[O:10][CH2:9][C:8]3=[O:11])[CH:27]([CH2:26][CH2:25]2)[CH2:28]1)[CH2:19][CH2:20][CH3:21], predict the reactants needed to synthesize it. The reactants are: [F:1][C:2]1[CH:3]=[CH:4][C:5]2[O:10][CH2:9][C:8](=[O:11])[N:7]([CH2:12][C@H:13]([CH3:16])[CH2:14]I)[C:6]=2[CH:17]=1.[CH2:18]([CH:22]1[CH2:28][CH:27]2[NH:29][CH:24]([CH2:25][CH2:26]2)[CH2:23]1)[CH2:19][CH2:20][CH3:21]. (2) Given the product [C:14]([CH:13]1[C:7](=[O:4])[C:8]([CH3:16])([CH3:9])[CH2:11][CH2:12]1)#[N:15], predict the reactants needed to synthesize it. The reactants are: CC(C)([O-:4])C.[K+].[CH3:7][C:8]([CH3:16])([CH2:11][CH2:12][CH2:13][C:14]#[N:15])[C:9]#N.